This data is from Reaction yield outcomes from USPTO patents with 853,638 reactions. The task is: Predict the reaction yield, written as a fraction of the theoretical maximum amount of product (1.0 means a 100% yield; for example, 0.34 means a 34% yield). (1) The reactants are [C:1]([C:5]1[CH:9]=[C:8]([NH2:10])[N:7]([C:11]2[CH:16]=[CH:15][C:14]([CH3:17])=[CH:13][CH:12]=2)[N:6]=1)([CH3:4])([CH3:3])[CH3:2].[C:18]([O-])(O)=[O:19].[Na+].O=C(Cl)OC(Cl)(Cl)Cl. The catalyst is C(Cl)Cl. The product is [C:1]([C:5]1[CH:9]=[C:8]([N:10]=[C:18]=[O:19])[N:7]([C:11]2[CH:12]=[CH:13][C:14]([CH3:17])=[CH:15][CH:16]=2)[N:6]=1)([CH3:4])([CH3:3])[CH3:2]. The yield is 0.900. (2) The reactants are [CH3:1][O:2][C:3]([C:5]1([C:8]2[CH:13]=[CH:12][C:11]([OH:14])=[C:10]([N+:15]([O-])=O)[CH:9]=2)[CH2:7][CH2:6]1)=[O:4]. The catalyst is CO.[Ni]. The product is [CH3:1][O:2][C:3]([C:5]1([C:8]2[CH:13]=[CH:12][C:11]([OH:14])=[C:10]([NH2:15])[CH:9]=2)[CH2:7][CH2:6]1)=[O:4]. The yield is 0.740. (3) The reactants are Cl[C:2]1[CH:7]=[CH:6][CH:5]=[CH:4][C:3]=1[C:8]1[CH:13]=[CH:12][CH:11]=[CH:10][C:9]=1[CH2:14][C:15]([NH:17][C:18](=[O:20])[CH3:19])=[NH:16].C[OH:22]. The catalyst is [Pd]. The product is [C:18]([OH:20])(=[O:22])[CH3:19].[C:8]1([C:3]2[CH:2]=[CH:7][CH:6]=[CH:5][CH:4]=2)[CH:13]=[CH:12][CH:11]=[CH:10][C:9]=1[CH2:14][C:15]([NH2:17])=[NH:16]. The yield is 0.784. (4) The reactants are [C:1]([O:4][CH2:5][C@@H:6]1[C@@H:11]([O:12][C:13](=[O:15])[CH3:14])[C@H:10]([O:16][C:17](=[O:19])[CH3:18])[C@H:9]([O:20][C:21](=[O:23])[CH3:22])[C@@H:8](OC(=O)C)[O:7]1)(=[O:3])[CH3:2].[I:28][C:29]1[CH:34]=[CH:33][C:32]([OH:35])=[CH:31][CH:30]=1.B(F)(F)F.CCOCC.C([O-])(O)=O.[Na+]. The catalyst is ClCCCl.C(Cl)Cl. The product is [C:13]([O:12][C@H:11]1[C@H:10]([O:16][C:17](=[O:19])[CH3:18])[C@H:9]([O:20][C:21](=[O:23])[CH3:22])[C@@H:8]([O:35][C:32]2[CH:33]=[CH:34][C:29]([I:28])=[CH:30][CH:31]=2)[O:7][C@@H:6]1[CH2:5][O:4][C:1](=[O:3])[CH3:2])(=[O:15])[CH3:14]. The yield is 0.750.